From a dataset of Reaction yield outcomes from USPTO patents with 853,638 reactions. Predict the reaction yield, written as a fraction of the theoretical maximum amount of product (1.0 means a 100% yield; for example, 0.34 means a 34% yield). (1) The reactants are Br.[Br:2][C:3]1[CH:4]=[C:5]([CH2:10]Br)[C:6]([NH2:9])=[N:7][CH:8]=1.[CH3:12][O:13][C:14](=[O:19])[C:15]([NH2:18])([CH3:17])[CH3:16].C(N(CC)CC)C. The catalyst is CN(C=O)C.O. The product is [CH3:12][O:13][C:14](=[O:19])[C:15]([NH:18][CH2:10][C:5]1[C:6]([NH2:9])=[N:7][CH:8]=[C:3]([Br:2])[CH:4]=1)([CH3:17])[CH3:16]. The yield is 0.400. (2) The reactants are [CH2:1]([O:3][C:4]([C@H:6]1[C@@H:11]([NH2:12])[C@H:10]2[CH2:13][C@@H:7]1[CH2:8][CH2:9]2)=[O:5])[CH3:2].[C:14]([O-:24])(=[O:23])[C@H:15]([C:17]1[CH:22]=[CH:21][CH:20]=[CH:19][CH:18]=1)[OH:16].O[C@@H](C1C=CC=CC=1)C(O)=O. The catalyst is C(OCC)(=O)C. The product is [OH:16][C@@H:15]([C:17]1[CH:22]=[CH:21][CH:20]=[CH:19][CH:18]=1)[C:14]([O-:24])=[O:23].[CH2:1]([O:3][C:4]([C@@H:6]1[C@@H:7]2[CH2:13][C@@H:10]([CH2:9][CH2:8]2)[C@@H:11]1[NH3+:12])=[O:5])[CH3:2]. The yield is 0.180. (3) The reactants are [CH:1]1([N:6]2[CH2:12][CH2:11][C:10]3[CH:13]=[CH:14][C:15]([CH:17]4[CH2:22][CH2:21][NH:20][CH2:19][CH2:18]4)=[CH:16][C:9]=3[CH2:8][CH2:7]2)[CH2:5][CH2:4][CH2:3][CH2:2]1.[F:23][C:24]([F:33])([F:32])[C:25]1[CH:30]=[CH:29][C:28](Br)=[CH:27][N:26]=1.C1(P(C2CCCCC2)C2C=CC=CC=2C2C(N(C)C)=CC=CC=2)CCCCC1.CC(C)([O-])C.[Na+]. The catalyst is O1CCOCC1. The product is [CH:1]1([N:6]2[CH2:12][CH2:11][C:10]3[CH:13]=[CH:14][C:15]([CH:17]4[CH2:22][CH2:21][N:20]([C:28]5[CH:27]=[N:26][C:25]([C:24]([F:33])([F:32])[F:23])=[CH:30][CH:29]=5)[CH2:19][CH2:18]4)=[CH:16][C:9]=3[CH2:8][CH2:7]2)[CH2:5][CH2:4][CH2:3][CH2:2]1. The yield is 0.310. (4) The reactants are BrC1C=C2C(=CC=1)C=C([C:12]1[CH:24]=[CH:23][C:22]3[C:21]4[C:16](=[CH:17][CH:18]=[CH:19][CH:20]=4)[C:15]([CH3:26])([CH3:25])[C:14]=3[CH:13]=1)C=C2.[CH2:27]([Li])[CH2:28][CH2:29][CH3:30].[B:32](OC(C)C)([O:37]C(C)C)[O:33]C(C)C.Cl.[CH3:46][CH2:47][CH2:48][CH2:49][CH2:50][CH3:51]. The catalyst is ClCCl.C1COCC1. The product is [CH3:26][C:15]1([CH3:25])[C:14]2[CH:13]=[C:12]([C:28]3[CH:29]=[C:30]4[C:50](=[CH:51][CH:27]=3)[CH:49]=[C:48]([B:32]([OH:37])[OH:33])[CH:47]=[CH:46]4)[CH:24]=[CH:23][C:22]=2[C:21]2[C:16]1=[CH:17][CH:18]=[CH:19][CH:20]=2. The yield is 0.570. (5) The reactants are [C:1]([C:4]1[C:8]2[CH:9]=[C:10]([C:13]([O:15]C)=[O:14])[CH:11]=[CH:12][C:7]=2[O:6][CH:5]=1)#[C:2][CH3:3].[OH-].[Na+].O. The catalyst is CO. The product is [C:1]([C:4]1[C:8]2[CH:9]=[C:10]([C:13]([OH:15])=[O:14])[CH:11]=[CH:12][C:7]=2[O:6][CH:5]=1)#[C:2][CH3:3]. The yield is 0.980. (6) The reactants are [CH:1](/[C:9]1[C:18]2[C:13](=[CH:14][CH:15]=[CH:16][CH:17]=2)[C:12]([C:19]([O:21][CH3:22])=[O:20])=[CH:11][CH:10]=1)=C\C1C=CC=CC=1.C(Cl)Cl.C[OH:27]. No catalyst specified. The product is [CH:1]([C:9]1[C:18]2[C:13](=[CH:14][CH:15]=[CH:16][CH:17]=2)[C:12]([C:19]([O:21][CH3:22])=[O:20])=[CH:11][CH:10]=1)=[O:27]. The yield is 0.800. (7) The reactants are [NH2:1][C:2]1[CH:3]=[C:4]([CH:7]=[CH:8][C:9]=1[NH:10][CH2:11][CH2:12][CH2:13][OH:14])[C:5]#[N:6].[C:15]([N:18]1[C:22]2[CH:23]=[CH:24][CH:25]=[CH:26][C:21]=2[N:20]([CH2:27][C:28](O)=[O:29])[C:19]1=[O:31])([CH3:17])=[CH2:16].CCOC1N(C(OCC)=O)C2C(=CC=CC=2)C=C1. The catalyst is C1COCC1. The product is [C:5]([C:4]1[CH:7]=[CH:8][C:9]([NH:10][CH2:11][CH2:12][CH2:13][OH:14])=[C:2]([NH:1][C:28](=[O:29])[CH2:27][N:20]2[C:21]3[CH:26]=[CH:25][CH:24]=[CH:23][C:22]=3[N:18]([C:15]([CH3:17])=[CH2:16])[C:19]2=[O:31])[CH:3]=1)#[N:6]. The yield is 0.470. (8) The reactants are [CH3:1][C:2]1[CH:8]=[CH:7][CH:6]=[C:5]([CH3:9])[C:3]=1[NH2:4].Cl[C:11]([O:13][CH2:14][CH2:15][CH3:16])=[O:12]. The catalyst is C(#N)C. The product is [CH2:14]([O:13][C:11](=[O:12])[NH:4][C:3]1[C:5]([CH3:9])=[CH:6][CH:7]=[CH:8][C:2]=1[CH3:1])[CH2:15][CH3:16]. The yield is 0.950. (9) The reactants are [CH3:1][C@H:2]1[CH2:11][C:9](=[O:10])[C:5](=[C:6]([CH3:8])[CH3:7])[CH2:4][CH2:3]1.CC([O-])(C)C.[K+].[H][H]. The catalyst is CC(O)C. The product is [CH3:1][CH:2]1[CH2:11][CH:9]([OH:10])[C:5](=[C:6]([CH3:7])[CH3:8])[CH2:4][CH2:3]1. The yield is 0.980.